Dataset: Full USPTO retrosynthesis dataset with 1.9M reactions from patents (1976-2016). Task: Predict the reactants needed to synthesize the given product. (1) Given the product [I:6][C:7]1[CH:15]=[C:14]2[C:13](=[CH:9][CH:8]=1)[N:12]([CH2:16][CH2:17][CH2:18][CH2:19][CH2:20][CH2:21][CH3:22])[C:11](=[O:23])[C:34]2([O:35][CH3:36])[O:37][CH3:38], predict the reactants needed to synthesize it. The reactants are: S(=O)(=O)(O)O.[I:6][C:7]1[CH:8]=[C:9]2[C:13](=[CH:14][CH:15]=1)[N:12]([CH2:16][CH2:17][CH2:18][CH2:19][CH2:20][CH2:21][CH3:22])[C:11](=[O:23])C2=O.C(=O)([O-])O.[Na+].CO.CO[CH:34]([O:37][CH3:38])[O:35][CH3:36]. (2) Given the product [OH:1][C:2]1[CH:10]=[C:9]([NH:11][S:12]([C:15]2[C:19]([Cl:20])=[C:18]([Cl:21])[S:17][C:16]=2[Cl:22])(=[O:14])=[O:13])[CH:8]=[CH:7][C:3]=1[C:4]([O:6][CH:28]1[CH2:24][CH2:25][N:26]([C:29]([O:31][C:32]([CH3:35])([CH3:34])[CH3:33])=[O:30])[CH2:27]1)=[O:5], predict the reactants needed to synthesize it. The reactants are: [OH:1][C:2]1[CH:10]=[C:9]([NH:11][S:12]([C:15]2[C:19]([Cl:20])=[C:18]([Cl:21])[S:17][C:16]=2[Cl:22])(=[O:14])=[O:13])[CH:8]=[CH:7][C:3]=1[C:4]([OH:6])=[O:5].O[CH:24]1[CH2:28][CH2:27][N:26]([C:29]([O:31][C:32]([CH3:35])([CH3:34])[CH3:33])=[O:30])[CH2:25]1. (3) The reactants are: [C:1]1([C:20]2[CH:25]=[CH:24][CH:23]=[CH:22][CH:21]=2)[CH:6]=[CH:5][C:4]([CH2:7][N:8]2[CH:16]=[C:15]3[C:10]([NH:11][C:12](=O)[N:13]([CH3:18])[C:14]3=[O:17])=[N:9]2)=[CH:3][CH:2]=1.O=P(Cl)(Cl)[Cl:28]. Given the product [C:1]1([C:20]2[CH:25]=[CH:24][CH:23]=[CH:22][CH:21]=2)[CH:6]=[CH:5][C:4]([CH2:7][N:8]2[CH:16]=[C:15]3[C:10]([N:11]=[C:12]([Cl:28])[N:13]([CH3:18])[C:14]3=[O:17])=[N:9]2)=[CH:3][CH:2]=1, predict the reactants needed to synthesize it. (4) Given the product [N:10]1([C:19](=[O:34])[CH2:20][C:21]2[N:26]([C:8]#[N:7])[C:25](=[O:27])[CH:24]=[C:23]([N:28]3[CH2:29][CH2:30][O:31][CH2:32][CH2:33]3)[N:22]=2)[C:18]2[C:13](=[CH:14][CH:15]=[CH:16][CH:17]=2)[CH2:12][CH2:11]1, predict the reactants needed to synthesize it. The reactants are: C(=O)([O-])[O-].[Cs+].[Cs+].[N:7]#[C:8]Br.[N:10]1([C:19](=[O:34])[CH2:20][C:21]2[NH:26][C:25](=[O:27])[CH:24]=[C:23]([N:28]3[CH2:33][CH2:32][O:31][CH2:30][CH2:29]3)[N:22]=2)[C:18]2[C:13](=[CH:14][CH:15]=[CH:16][CH:17]=2)[CH2:12][CH2:11]1. (5) Given the product [Br:14][CH2:15][CH2:16][CH2:17][CH2:18][N:10]1[CH2:11][CH2:12][CH:8]([CH2:7][C:1]2[CH:2]=[CH:3][CH:4]=[CH:5][CH:6]=2)[C:9]1=[O:13], predict the reactants needed to synthesize it. The reactants are: [C:1]1([CH2:7][CH:8]2[CH2:12][CH2:11][NH:10][C:9]2=[O:13])[CH:6]=[CH:5][CH:4]=[CH:3][CH:2]=1.[Br:14][CH2:15][CH2:16][CH2:17][CH2:18]Br.CC(C)([O-])C.[Na+]. (6) Given the product [OH:32][C:33]1[N:38]=[C:37]([OH:39])[C:36]([C:2]2[N:7]=[C:6]([C:8]([N:10]3[CH2:15][CH2:14][CH:13]([N:16]4[CH2:20][CH2:19][CH2:18][CH2:17]4)[CH2:12][CH2:11]3)=[O:9])[C:5]([CH3:21])=[CH:4][C:3]=2[C:22]2[CH:27]=[CH:26][CH:25]=[C:24]([C:28]([F:31])([F:30])[F:29])[CH:23]=2)=[CH:35][N:34]=1, predict the reactants needed to synthesize it. The reactants are: Cl[C:2]1[N:7]=[C:6]([C:8]([N:10]2[CH2:15][CH2:14][CH:13]([N:16]3[CH2:20][CH2:19][CH2:18][CH2:17]3)[CH2:12][CH2:11]2)=[O:9])[C:5]([CH3:21])=[CH:4][C:3]=1[C:22]1[CH:27]=[CH:26][CH:25]=[C:24]([C:28]([F:31])([F:30])[F:29])[CH:23]=1.[OH:32][C:33]1[N:38]=[C:37]([OH:39])[C:36](B(O)O)=[CH:35][N:34]=1.C1(P(C2CCCCC2)C2C=CC=CC=2C2C=CC=CC=2)CCCCC1.C(=O)([O-])[O-].[Na+].[Na+]. (7) Given the product [CH3:2][O:3][C:4]1[CH:9]=[CH:8][C:7]([N:10]2[C:32]([C:34]3[CH:35]=[N:36][C:37]([CH3:40])=[CH:38][CH:39]=3)=[CH:31][C:30]([C:20]3([OH:19])[CH2:21][CH2:22][C:23]4([O:27][CH2:26][CH2:25][O:24]4)[CH2:28][CH2:29]3)=[N:11]2)=[CH:6][CH:5]=1, predict the reactants needed to synthesize it. The reactants are: Cl.[CH3:2][O:3][C:4]1[CH:9]=[CH:8][C:7]([NH:10][NH2:11])=[CH:6][CH:5]=1.C(N(CC)CC)C.[OH:19][C:20]1([C:30]#[C:31][C:32]([C:34]2[CH:35]=[N:36][C:37]([CH3:40])=[CH:38][CH:39]=2)=O)[CH2:29][CH2:28][C:23]2([O:27][CH2:26][CH2:25][O:24]2)[CH2:22][CH2:21]1. (8) Given the product [Cl:1][C:2]1[N:7]=[C:6]([Cl:8])[C:5]([CH:9]([N:13]([C:14]2[CH:15]=[CH:16][C:17]([O:20][CH3:21])=[CH:18][CH:19]=2)[C:29]([NH:28][C:22]2[CH:27]=[CH:26][CH:25]=[CH:24][CH:23]=2)=[O:30])[CH:10]([CH3:12])[CH3:11])=[CH:4][N:3]=1, predict the reactants needed to synthesize it. The reactants are: [Cl:1][C:2]1[N:7]=[C:6]([Cl:8])[C:5]([CH:9]([NH:13][C:14]2[CH:19]=[CH:18][C:17]([O:20][CH3:21])=[CH:16][CH:15]=2)[CH:10]([CH3:12])[CH3:11])=[CH:4][N:3]=1.[C:22]1([N:28]=[C:29]=[O:30])[CH:27]=[CH:26][CH:25]=[CH:24][CH:23]=1. (9) Given the product [Cl:1][C:2]1[CH:7]=[CH:6][CH:5]=[CH:4][C:3]=1[NH:13][C:20]([C:22]1[CH:27]=[CH:26][C:25]([O:28][CH2:29][C:30]([F:33])([F:32])[F:31])=[CH:24][N:23]=1)=[O:19], predict the reactants needed to synthesize it. The reactants are: [Cl:1][C:2]1[CH:7]=[C:6](OC(F)(F)F)[CH:5]=[CH:4][C:3]=1[NH2:13].C[Al](C)C.C[O:19][C:20]([C:22]1[CH:27]=[CH:26][C:25]([O:28][CH2:29][C:30]([F:33])([F:32])[F:31])=[CH:24][N:23]=1)=O.Cl.